Dataset: Forward reaction prediction with 1.9M reactions from USPTO patents (1976-2016). Task: Predict the product of the given reaction. Given the reactants [Cl:1][C:2]1[CH:3]=[C:4]([CH:8]=[CH:9][C:10]=1[N:11]([CH2:28][CH2:29][OH:30])[C:12]([C:14]1[S:27][C:17]2[C:18]3[CH:26]=[CH:25][CH:24]=[CH:23][C:19]=3[O:20][CH2:21][CH2:22][C:16]=2[CH:15]=1)=[O:13])[C:5](O)=[O:6].[NH2:31][C:32]1[CH:36]=[C:35]([CH3:37])[NH:34][N:33]=1, predict the reaction product. The product is: [NH2:31][C:32]1[CH:36]=[C:35]([CH3:37])[N:34]([C:5]([C:4]2[CH:8]=[CH:9][C:10]([N:11]([CH2:28][CH2:29][OH:30])[C:12]([C:14]3[S:27][C:17]4[C:18]5[CH:26]=[CH:25][CH:24]=[CH:23][C:19]=5[O:20][CH2:21][CH2:22][C:16]=4[CH:15]=3)=[O:13])=[C:2]([Cl:1])[CH:3]=2)=[O:6])[N:33]=1.